From a dataset of Reaction yield outcomes from USPTO patents with 853,638 reactions. Predict the reaction yield, written as a fraction of the theoretical maximum amount of product (1.0 means a 100% yield; for example, 0.34 means a 34% yield). (1) The reactants are [OH:1][C@H:2]([CH3:19])[CH2:3][CH2:4][C:5]1[C:10]([O:11][CH2:12][O:13][CH3:14])=[CH:9][CH:8]=[CH:7][C:6]=1[NH:15][C:16](=[O:18])[CH3:17].C(N(CC)CC)C.[CH3:27][S:28](Cl)(=[O:30])=[O:29].[Cl-].[Na+]. The catalyst is C(#N)C.C(OCC)(=O)C. The product is [CH3:27][S:28]([O:1][C@@H:2]([CH2:3][CH2:4][C:5]1[C:10]([O:11][CH2:12][O:13][CH3:14])=[CH:9][CH:8]=[CH:7][C:6]=1[NH:15][C:16](=[O:18])[CH3:17])[CH3:19])(=[O:30])=[O:29]. The yield is 1.00. (2) The reactants are [CH3:1][O:2][C:3]1[CH:4]=[CH:5][C:6]2[C:7]([CH:21]=1)=[N:8][C:9]1[C:10]([C:18]([OH:20])=O)=[CH:11][N:12]([CH3:17])[C:13](=[O:16])[C:14]=1[CH:15]=2.[CH:22]1[N:26]=[CH:25][N:24]([C:27](N2C=NC=C2)=O)[CH:23]=1. The catalyst is C(#N)C. The product is [CH3:25][N:24]([CH3:27])[CH2:23][CH2:22][NH:26][C:18]([C:10]1[C:9]2[N:8]=[C:7]3[CH:21]=[C:3]([O:2][CH3:1])[CH:4]=[CH:5][C:6]3=[CH:15][C:14]=2[C:13](=[O:16])[N:12]([CH3:17])[CH:11]=1)=[O:20]. The yield is 0.800. (3) The reactants are [F:1][C@H:2]1[CH2:6][CH2:5][N:4]([C:7]2[CH:14]=[CH:13][C:10]([C:11]#N)=[CH:9][CH:8]=2)[CH2:3]1.[CH2:15]([Mg]Cl)[CH2:16][CH3:17].Cl.C([O-])(O)=[O:22].[Na+]. The catalyst is C1COCC1. The product is [F:1][C@H:2]1[CH2:6][CH2:5][N:4]([C:7]2[CH:14]=[CH:13][C:10]([C:11](=[O:22])[CH2:15][CH2:16][CH3:17])=[CH:9][CH:8]=2)[CH2:3]1. The yield is 0.810. (4) The reactants are [N+:1]([C:4]1[N:9]=[CH:8][C:7]([N:10]2[CH2:15][CH2:14][N:13]([C:16]([O:18][C:19]([CH3:22])([CH3:21])[CH3:20])=[O:17])[CH2:12][CH2:11]2)=[CH:6][CH:5]=1)([O-])=O. The catalyst is [Pd].C(O)C. The product is [NH2:1][C:4]1[N:9]=[CH:8][C:7]([N:10]2[CH2:15][CH2:14][N:13]([C:16]([O:18][C:19]([CH3:22])([CH3:21])[CH3:20])=[O:17])[CH2:12][CH2:11]2)=[CH:6][CH:5]=1. The yield is 0.970. (5) The reactants are [Cl:1][C:2]1[C:3]([N+:12]([O-])=O)=[C:4]([CH:9]=[CH:10][CH:11]=1)[C:5]([O:7][CH3:8])=[O:6]. The catalyst is CCO.CC(O)=O.[Fe]. The product is [NH2:12][C:3]1[C:2]([Cl:1])=[CH:11][CH:10]=[CH:9][C:4]=1[C:5]([O:7][CH3:8])=[O:6]. The yield is 0.790. (6) The reactants are Br[C:2]1[C:7]([C:8]([F:11])([F:10])[F:9])=[CH:6][C:5]([NH:12][C:13]2[N:17]=[C:16]([NH2:18])[NH:15][N:14]=2)=[CH:4][C:3]=1[Cl:19].CN1C(C)(C)CC(SC2C=CC(B3OC(C)(C)C(C)(C)O3)=CC=2)CC1(C)C.[CH:47]1([S:50]([C:53]2[CH:58]=[CH:57][C:56](B(O)O)=[CH:55][CH:54]=2)(=[O:52])=[O:51])[CH2:49][CH2:48]1.C([O-])([O-])=O.[K+].[K+]. The catalyst is COCCOC.O1CCOCC1.C1C=CC([P]([Pd]([P](C2C=CC=CC=2)(C2C=CC=CC=2)C2C=CC=CC=2)([P](C2C=CC=CC=2)(C2C=CC=CC=2)C2C=CC=CC=2)[P](C2C=CC=CC=2)(C2C=CC=CC=2)C2C=CC=CC=2)(C2C=CC=CC=2)C2C=CC=CC=2)=CC=1. The product is [Cl:19][C:3]1[CH:4]=[C:5]([NH:12][C:13]2[N:17]=[C:16]([NH2:18])[NH:15][N:14]=2)[CH:6]=[C:7]([C:8]([F:11])([F:10])[F:9])[C:2]=1[C:56]1[CH:57]=[CH:58][C:53]([S:50]([CH:47]2[CH2:49][CH2:48]2)(=[O:51])=[O:52])=[CH:54][CH:55]=1. The yield is 0.150. (7) The reactants are Br[C:2]1[CH:7]=[CH:6][C:5]([F:8])=[CH:4][CH:3]=1.[Li]CCCC.C([O:16][C:17](=O)[C:18]([F:24])([F:23])[C:19]([F:22])([F:21])[F:20])C.[NH4+].[Cl-]. The catalyst is C1COCC1.C(OCC)C. The product is [F:23][C:18]([F:24])([C:19]([F:22])([F:21])[F:20])[C:17]([C:2]1[CH:7]=[CH:6][C:5]([F:8])=[CH:4][CH:3]=1)=[O:16]. The yield is 0.710. (8) The reactants are [NH2:1][C:2]1[CH:11]=[CH:10][C:5]2[NH:6][C:7](=[O:9])[NH:8][C:4]=2[CH:3]=1.[Cl:12][C:13]1[N:18]=[C:17](Cl)[C:16]([F:20])=[CH:15][N:14]=1.CO. The catalyst is O. The product is [Cl:12][C:13]1[N:18]=[C:17]([NH:1][C:2]2[CH:11]=[CH:10][C:5]3[NH:6][C:7](=[O:9])[NH:8][C:4]=3[CH:3]=2)[C:16]([F:20])=[CH:15][N:14]=1. The yield is 0.700.